Dataset: Forward reaction prediction with 1.9M reactions from USPTO patents (1976-2016). Task: Predict the product of the given reaction. (1) Given the reactants C([O:3][C:4]([CH:6]1[CH2:10][CH:9]=[C:8]([CH3:11])[CH2:7]1)=[O:5])C.[OH-].[Na+], predict the reaction product. The product is: [CH3:11][C:8]1[CH2:7][CH:6]([C:4]([OH:5])=[O:3])[CH2:10][CH:9]=1. (2) Given the reactants [BH4-].[Na+].[Cl-].[Br:4][C:5]1[CH:18]=[CH:17][C:16]2[O:15][C:14]3[CH:13]=[CH:12][N+:11]([CH2:19][C:20]4[CH:25]=[CH:24][C:23]([O:26][CH3:27])=[CH:22][CH:21]=4)=[CH:10][C:9]=3[C:8](=[O:28])[C:7]=2[CH:6]=1.CCO, predict the reaction product. The product is: [Br:4][C:5]1[CH:18]=[CH:17][C:16]2[O:15][CH:14]3[CH:9]([CH2:10][N:11]([CH2:19][C:20]4[CH:25]=[CH:24][C:23]([O:26][CH3:27])=[CH:22][CH:21]=4)[CH2:12][CH2:13]3)[CH:8]([OH:28])[C:7]=2[CH:6]=1. (3) The product is: [CH3:1][O:2][C:3]([C:5]1[C:10]([C:11](=[O:13])[CH3:12])=[C:9]([NH2:16])[N:8]=[C:7]([C:17]2[CH:22]=[CH:21][C:20]([Cl:23])=[C:19]([O:24][CH3:25])[C:18]=2[F:26])[N:6]=1)=[O:4]. Given the reactants [CH3:1][O:2][C:3]([C:5]1[C:10]([C:11]([O:13]CC)=[CH2:12])=[C:9]([NH2:16])[N:8]=[C:7]([C:17]2[CH:22]=[CH:21][C:20]([Cl:23])=[C:19]([O:24][CH3:25])[C:18]=2[F:26])[N:6]=1)=[O:4].Cl, predict the reaction product. (4) Given the reactants Cl.[C:2]([C:6]1[N:11]=[CH:10][C:9]([C:12]2[N:13]([C:33]([N:35]3[CH2:40][CH2:39][N:38]([CH2:41][C:42]([OH:44])=O)[CH2:37][CH2:36]3)=[O:34])[C@@:14]([C:26]3[CH:31]=[CH:30][C:29]([Cl:32])=[CH:28][CH:27]=3)([CH3:25])[C@@:15]([C:18]3[CH:23]=[CH:22][C:21]([Cl:24])=[CH:20][CH:19]=3)([CH3:17])[N:16]=2)=[C:8]([O:45][CH2:46][CH3:47])[CH:7]=1)([CH3:5])([CH3:4])[CH3:3].[NH2:48][CH2:49][CH:50]([OH:53])[CH2:51][OH:52], predict the reaction product. The product is: [C:2]([C:6]1[N:11]=[CH:10][C:9]([C:12]2[N:13]([C:33]([N:35]3[CH2:40][CH2:39][N:38]([CH2:41][C:42]([NH:48][CH2:49][CH:50]([OH:53])[CH2:51][OH:52])=[O:44])[CH2:37][CH2:36]3)=[O:34])[C@@:14]([C:26]3[CH:31]=[CH:30][C:29]([Cl:32])=[CH:28][CH:27]=3)([CH3:25])[C@@:15]([C:18]3[CH:23]=[CH:22][C:21]([Cl:24])=[CH:20][CH:19]=3)([CH3:17])[N:16]=2)=[C:8]([O:45][CH2:46][CH3:47])[CH:7]=1)([CH3:4])([CH3:3])[CH3:5]. (5) Given the reactants O.[NH2:2][NH2:3].[F:4][C:5]1[C:10]([F:11])=[CH:9][CH:8]=[CH:7][C:6]=1[C@H:12]1[CH2:18][NH:17][C:16](=S)[C@H:15]([NH:20][C:21](=[O:27])[O:22][C:23]([CH3:26])([CH3:25])[CH3:24])[CH2:14][CH2:13]1, predict the reaction product. The product is: [F:4][C:5]1[C:10]([F:11])=[CH:9][CH:8]=[CH:7][C:6]=1[C@H:12]1[CH2:18][NH:17][C:16](=[N:2][NH2:3])[C@H:15]([NH:20][C:21](=[O:27])[O:22][C:23]([CH3:26])([CH3:25])[CH3:24])[CH2:14][CH2:13]1. (6) Given the reactants [C:1]([O:9][C:10]1[CH:15]=[CH:14][CH:13]=[CH:12][C:11]=1[CH2:16][CH2:17][C:18]([OH:20])=O)(=[O:8])[C:2]1[CH:7]=[CH:6][CH:5]=[CH:4][CH:3]=1.[CH2:21]([C@H:28]1[NH:33][CH2:32][CH2:31][N:30](C(OC(C)(C)C)=O)[CH2:29]1)[C:22]1[CH:27]=[CH:26][CH:25]=[CH:24][CH:23]=1.CCN=C=NCCCN(C)C.C1C=CC2N(O)N=NC=2C=1, predict the reaction product. The product is: [C:1]([O:9][C:10]1[CH:15]=[CH:14][CH:13]=[CH:12][C:11]=1[CH2:16][CH2:17][C:18]([N:33]1[CH2:32][CH2:31][NH:30][CH2:29][C@H:28]1[CH2:21][C:22]1[CH:23]=[CH:24][CH:25]=[CH:26][CH:27]=1)=[O:20])(=[O:8])[C:2]1[CH:3]=[CH:4][CH:5]=[CH:6][CH:7]=1. (7) Given the reactants C[Si](C)(C)[C:3]([F:6])([F:5])[F:4].[C:9]([C:13]1[CH:30]=[CH:29][C:16]([CH2:17][N:18]2[C:22](=[O:23])[N:21]([CH2:24][CH2:25][CH3:26])[C:20]([CH:27]=[O:28])=[N:19]2)=[CH:15][CH:14]=1)([CH3:12])([CH3:11])[CH3:10].[Cl-].[NH4+].C(OCC)(=O)C, predict the reaction product. The product is: [C:9]([C:13]1[CH:30]=[CH:29][C:16]([CH2:17][N:18]2[C:22](=[O:23])[N:21]([CH2:24][CH2:25][CH3:26])[C:20]([CH:27]([OH:28])[C:3]([F:6])([F:5])[F:4])=[N:19]2)=[CH:15][CH:14]=1)([CH3:10])([CH3:11])[CH3:12]. (8) Given the reactants [Cl:1][C:2]1[CH:7]=[C:6]2[NH:8][C:9](=[O:39])[C:10]3([CH:15]([C:16]4[CH:21]=[C:20]([Cl:22])[CH:19]=[CH:18][C:17]=4[O:23][C:24]([C:27]([OH:29])=O)([CH3:26])[CH3:25])[CH2:14][C:13](=[O:30])[NH:12][CH:11]3[C:31]3[CH:36]=[C:35]([F:37])[CH:34]=[CH:33][C:32]=3[CH3:38])[C:5]2=[CH:4][CH:3]=1.CC[N:42]=[C:43]=[N:44]CCCN(C)C.Cl.C1C=CC2N(O)N=NC=2C=1.CCN(C(C)C)C(C)C.N#CN, predict the reaction product. The product is: [Cl:1][C:2]1[CH:7]=[C:6]2[NH:8][C:9](=[O:39])[C:10]3([CH:15]([C:16]4[CH:21]=[C:20]([Cl:22])[CH:19]=[CH:18][C:17]=4[O:23][C:24]([C:27](=[O:29])[NH:44][C:43]#[N:42])([CH3:26])[CH3:25])[CH2:14][C:13](=[O:30])[NH:12][CH:11]3[C:31]3[CH:36]=[C:35]([F:37])[CH:34]=[CH:33][C:32]=3[CH3:38])[C:5]2=[CH:4][CH:3]=1. (9) Given the reactants [CH3:1][O:2][C:3]1[CH:4]=[C:5]([CH2:23][C:24]([OH:26])=[O:25])[CH:6]=[CH:7][C:8]=1[O:9][C:10]1[C:11]([N+:20]([O-])=O)=[C:12]2[C:16](=[CH:17][CH:18]=1)[NH:15][C:14]([CH3:19])=[CH:13]2.O.O.[Sn](Cl)(Cl)(Cl)Cl.[C:34](=O)(O)[O-].[Na+], predict the reaction product. The product is: [NH2:20][C:11]1[C:10]([O:9][C:8]2[CH:7]=[CH:6][C:5]([CH2:23][C:24]([O:26][CH3:34])=[O:25])=[CH:4][C:3]=2[O:2][CH3:1])=[CH:18][CH:17]=[C:16]2[C:12]=1[CH:13]=[C:14]([CH3:19])[NH:15]2.